Dataset: Reaction yield outcomes from USPTO patents with 853,638 reactions. Task: Predict the reaction yield, written as a fraction of the theoretical maximum amount of product (1.0 means a 100% yield; for example, 0.34 means a 34% yield). The reactants are C([O:3][C:4](=O)[CH2:5][C:6]([CH:8]1[CH2:12][CH2:11][CH2:10][CH2:9]1)=O)C.Cl.[NH2:15][C:16]([NH2:18])=[NH:17].CC(C)([O-])C.[K+]. The catalyst is CO. The product is [NH2:17][C:16]1[NH:18][C:4](=[O:3])[CH:5]=[C:6]([CH:8]2[CH2:12][CH2:11][CH2:10][CH2:9]2)[N:15]=1. The yield is 0.870.